Dataset: Peptide-MHC class I binding affinity with 185,985 pairs from IEDB/IMGT. Task: Regression. Given a peptide amino acid sequence and an MHC pseudo amino acid sequence, predict their binding affinity value. This is MHC class I binding data. The binding affinity (normalized) is 0.0847. The peptide sequence is VGYVDDTQF. The MHC is HLA-B40:01 with pseudo-sequence HLA-B40:01.